This data is from Forward reaction prediction with 1.9M reactions from USPTO patents (1976-2016). The task is: Predict the product of the given reaction. Given the reactants [F:1][C:2]1[CH:10]=[CH:9][C:5]([C:6]([OH:8])=O)=[CH:4][C:3]=1[NH:11][C:12]([C:14]1[N:18]2[CH:19]=[CH:20][C:21]([C:23]3[N:24]([CH3:28])[N:25]=[CH:26][CH:27]=3)=[CH:22][C:17]2=[N:16][CH:15]=1)=[O:13].CCN=C=NCCCN(C)C.Cl.C1C=CC2N(O)N=NC=2C=1.[CH3:51][C@H:52]1[CH2:57][CH2:56][CH2:55][C@@H:54]([CH3:58])[N:53]1[CH2:59][CH2:60][NH2:61].C([O-])([O-])=O.[Na+].[Na+], predict the reaction product. The product is: [CH3:51][C@H:52]1[CH2:57][CH2:56][CH2:55][C@@H:54]([CH3:58])[N:53]1[CH2:59][CH2:60][NH:61][C:6]([C:5]1[CH:9]=[CH:10][C:2]([F:1])=[C:3]([NH:11][C:12]([C:14]2[N:18]3[CH:19]=[CH:20][C:21]([C:23]4[N:24]([CH3:28])[N:25]=[CH:26][CH:27]=4)=[CH:22][C:17]3=[N:16][CH:15]=2)=[O:13])[CH:4]=1)=[O:8].